This data is from NCI-60 drug combinations with 297,098 pairs across 59 cell lines. The task is: Regression. Given two drug SMILES strings and cell line genomic features, predict the synergy score measuring deviation from expected non-interaction effect. (1) Drug 1: CNC(=O)C1=CC=CC=C1SC2=CC3=C(C=C2)C(=NN3)C=CC4=CC=CC=N4. Drug 2: CC1OCC2C(O1)C(C(C(O2)OC3C4COC(=O)C4C(C5=CC6=C(C=C35)OCO6)C7=CC(=C(C(=C7)OC)O)OC)O)O. Cell line: SNB-75. Synergy scores: CSS=40.1, Synergy_ZIP=6.34, Synergy_Bliss=9.74, Synergy_Loewe=10.3, Synergy_HSA=11.0. (2) Drug 2: CS(=O)(=O)CCNCC1=CC=C(O1)C2=CC3=C(C=C2)N=CN=C3NC4=CC(=C(C=C4)OCC5=CC(=CC=C5)F)Cl. Drug 1: C1=CC(=C2C(=C1NCCNCCO)C(=O)C3=C(C=CC(=C3C2=O)O)O)NCCNCCO. Synergy scores: CSS=45.6, Synergy_ZIP=12.2, Synergy_Bliss=11.9, Synergy_Loewe=-15.5, Synergy_HSA=9.22. Cell line: SW-620.